This data is from Drug-target binding data from BindingDB using IC50 measurements. The task is: Regression. Given a target protein amino acid sequence and a drug SMILES string, predict the binding affinity score between them. We predict pIC50 (pIC50 = -log10(IC50 in M); higher means more potent). Dataset: bindingdb_ic50. The drug is Cc1cc(C(=O)CSc2nnc(N)s2)c(C)n1C1CC1. The target protein (P51843) has sequence MAGENHQWQGSILYNMLMSAKQTRAAPEAPETRLVDQCWGCSCGDEPGVGREGLLGGRNVALLYRCCFCGKDHPRQGSILYSMLTSAKQTYAAPKAPEATLGPCWGCSCGSDPGVGRAGLPGGRPVALLYRCCFCGEDHPRQGSILYSLLTSSKQTHVAPAAPEARPGGAWWDRSYFAQRPGGKEALPGGRATALLYRCCFCGEDHPQQGSTLYCVPTSTNQAQAAPEERPRAPWWDTSSGALRPVALKSPQVVCEAASAGLLKTLRFVKYLPCFQVLPLDQQLVLVRNCWASLLMLELAQDRLQFETVEVSEPSMLQKILTTRRRETGGNEPLPVPTLQHHLAPPAEARKVPSASQVQAIKCFLSKCWSLNISTKEYAYLKGTVLFNPDVPGLQCVKYIQGLQWGTQQILSEHTRMTHQGPHDRFIELNSTLFLLRFINANVIAELFFRPIIGTVSMDDMMLEMLCTKI. The pIC50 is 4.2.